Dataset: Full USPTO retrosynthesis dataset with 1.9M reactions from patents (1976-2016). Task: Predict the reactants needed to synthesize the given product. (1) Given the product [C:25]([NH:24][C:10]1[S:11][CH2:12][C@@H:13]2[CH2:14][N:15]([C:17]3[N:22]=[CH:21][C:20]([F:23])=[CH:19][N:18]=3)[CH2:16][C@:8]2([C:4]2[CH:3]=[C:2]([NH:1][C:41]([C:38]3[CH:37]=[CH:36][C:35]([C:33]#[N:34])=[CH:40][N:39]=3)=[O:42])[CH:7]=[CH:6][CH:5]=2)[N:9]=1)(=[O:32])[C:26]1[CH:27]=[CH:28][CH:29]=[CH:30][CH:31]=1, predict the reactants needed to synthesize it. The reactants are: [NH2:1][C:2]1[CH:3]=[C:4]([C@:8]23[CH2:16][N:15]([C:17]4[N:22]=[CH:21][C:20]([F:23])=[CH:19][N:18]=4)[CH2:14][C@H:13]2[CH2:12][S:11][C:10]([NH:24][C:25](=[O:32])[C:26]2[CH:31]=[CH:30][CH:29]=[CH:28][CH:27]=2)=[N:9]3)[CH:5]=[CH:6][CH:7]=1.[C:33]([C:35]1[CH:36]=[CH:37][C:38]([C:41](O)=[O:42])=[N:39][CH:40]=1)#[N:34].ON1C2C=CC=CC=2N=N1.Cl.CN(C)CCCN=C=NCC.C(N(C(C)C)CC)(C)C. (2) Given the product [Br:15][CH:2]([C:4]1[CH:5]=[C:6]2[C:11](=[CH:12][CH:13]=1)[N:10]=[CH:9][CH:8]=[N:7]2)[CH3:3], predict the reactants needed to synthesize it. The reactants are: O[CH:2]([C:4]1[CH:5]=[C:6]2[C:11](=[CH:12][CH:13]=1)[N:10]=[CH:9][CH:8]=[N:7]2)[CH3:3].P(Br)(Br)[Br:15].